Task: Predict the reactants needed to synthesize the given product.. Dataset: Full USPTO retrosynthesis dataset with 1.9M reactions from patents (1976-2016) (1) Given the product [Cl:11][C:12]1[N:20]=[C:19]([Sn:31]([CH2:32][CH2:33][CH2:34][CH3:35])([CH2:36][CH2:37][CH2:38][CH3:39])[CH2:27][CH2:28][CH2:29][CH3:30])[N:18]=[C:17]2[C:13]=1[N:14]=[CH:15][N:16]2[CH:21]1[CH2:26][CH2:25][CH2:24][CH2:23][O:22]1, predict the reactants needed to synthesize it. The reactants are: CC1(C)CCCC(C)(C)N1.[Cl:11][C:12]1[N:20]=[CH:19][N:18]=[C:17]2[C:13]=1[N:14]=[CH:15][N:16]2[CH:21]1[CH2:26][CH2:25][CH2:24][CH2:23][O:22]1.[CH2:27]([Sn:31](CCCC)([CH2:36][CH2:37][CH2:38][CH3:39])[CH2:32][CH2:33][CH2:34][CH3:35])[CH2:28][CH2:29][CH3:30].[Cl-].[Cl-].[NH4+]. (2) Given the product [Br:1][C:2]1[CH:7]=[CH:6][C:5]([C:8]2[CH2:13][CH2:12][CH2:11][CH2:10][C:9]=2[C:14]([OH:16])=[O:15])=[CH:4][C:3]=1[O:19][CH3:20], predict the reactants needed to synthesize it. The reactants are: [Br:1][C:2]1[CH:7]=[CH:6][C:5]([C:8]2[CH2:13][CH2:12][CH2:11][CH2:10][C:9]=2[C:14]([O:16]CC)=[O:15])=[CH:4][C:3]=1[O:19][CH3:20].O.[Li+].[OH-]. (3) Given the product [CH3:12][C:10]1[CH:9]=[C:4]([CH2:5][C:20](=[O:21])[CH2:16][C:15]([O:18][CH3:19])=[O:17])[CH:3]=[C:2]([CH3:1])[CH:11]=1, predict the reactants needed to synthesize it. The reactants are: [CH3:1][C:2]1[CH:3]=[C:4]([CH:9]=[C:10]([CH3:12])[CH:11]=1)[C:5](OC)=O.[H-].[Na+].[C:15]([O:18][CH3:19])(=[O:17])[CH3:16].[CH3:20][O:21]CCOC. (4) Given the product [CH3:3][O:4][C:5]([C:7]1[S:8][C:9]([C:23]2[CH:28]=[CH:27][CH:26]=[CH:25][CH:24]=2)=[CH:10][C:11]=1[N:12]([C:13](=[O:22])[C:14]1[CH:19]=[CH:18][C:17]([Cl:20])=[CH:16][C:15]=1[Cl:21])[C:32]1[CH:40]=[CH:39][CH:38]=[CH:37][CH:33]=1)=[O:6], predict the reactants needed to synthesize it. The reactants are: [H-].[Na+].[CH3:3][O:4][C:5]([C:7]1[S:8][C:9]([C:23]2[CH:28]=[CH:27][CH:26]=[CH:25][CH:24]=2)=[CH:10][C:11]=1[NH:12][C:13](=[O:22])[C:14]1[CH:19]=[CH:18][C:17]([Cl:20])=[CH:16][C:15]=1[Cl:21])=[O:6].N#N.Cl[C:32]1[CH:40]=[C:39](Cl)[CH:38]=[CH:37][C:33]=1C(Cl)=O. (5) Given the product [C:1]([N:4]1[C:13]2[C:8](=[CH:9][C:10]([N:14]3[CH2:15][CH2:16][N:17]([C:20]([O:22][C:23]([CH3:26])([CH3:25])[CH3:24])=[O:21])[CH2:18][CH2:19]3)=[CH:11][CH:12]=2)[C@H:7]([NH:27][C:31]2[N:36]=[C:35]([CH3:37])[CH:34]=[CH:33][N:32]=2)[C@@H:6]([CH3:28])[C@@H:5]1[CH3:29])(=[O:3])[CH3:2], predict the reactants needed to synthesize it. The reactants are: [C:1]([N:4]1[C:13]2[C:8](=[CH:9][C:10]([N:14]3[CH2:19][CH2:18][N:17]([C:20]([O:22][C:23]([CH3:26])([CH3:25])[CH3:24])=[O:21])[CH2:16][CH2:15]3)=[CH:11][CH:12]=2)[C@H:7]([NH2:27])[C@@H:6]([CH3:28])[C@@H:5]1[CH3:29])(=[O:3])[CH3:2].Br[C:31]1[N:36]=[C:35]([CH3:37])[CH:34]=[CH:33][N:32]=1.CC(C)([O-])C.[Na+].CN(C1C(C2C(P(C3CCCCC3)C3CCCCC3)=CC=CC=2)=CC=CC=1)C. (6) Given the product [F:21][C:22]1[CH:23]=[C:24]([CH:27]=[CH:28][CH:29]=1)[CH2:25][N:8]1[C:9](=[O:11])[C:10]2[C:2]([CH3:1])=[N:3][S:4][C:5]=2[N:6]=[C:7]1[CH2:12][CH2:13][CH3:14], predict the reactants needed to synthesize it. The reactants are: [CH3:1][C:2]1[C:10]2[C:9](=[O:11])[NH:8][C:7]([CH2:12][CH2:13][CH3:14])=[N:6][C:5]=2[S:4][N:3]=1.C([O-])([O-])=O.[K+].[K+].[F:21][C:22]1[CH:23]=[C:24]([CH:27]=[CH:28][CH:29]=1)[CH2:25]Br. (7) Given the product [CH2:1]([S:3]([C:6]1[CH:11]=[CH:10][C:9]([OH:12])=[CH:8][CH:7]=1)(=[O:5])=[O:4])[CH3:2], predict the reactants needed to synthesize it. The reactants are: [CH2:1]([S:3]([C:6]1[CH:11]=[CH:10][C:9]([O:12]C)=[CH:8][CH:7]=1)(=[O:5])=[O:4])[CH3:2].B(Br)(Br)Br.